The task is: Predict the reactants needed to synthesize the given product.. This data is from Full USPTO retrosynthesis dataset with 1.9M reactions from patents (1976-2016). Given the product [C:1]([NH:4][C:5]1[S:6][C:7]([C:11]2[S:15][C:14]([S:16]([NH:26][C@H:23]([C:22]([O:21][CH3:20])=[O:27])[CH2:24][OH:25])(=[O:18])=[O:17])=[CH:13][CH:12]=2)=[C:8]([CH3:10])[N:9]=1)(=[O:3])[CH3:2], predict the reactants needed to synthesize it. The reactants are: [C:1]([NH:4][C:5]1[S:6][C:7]([C:11]2[S:15][C:14]([S:16](Cl)(=[O:18])=[O:17])=[CH:13][CH:12]=2)=[C:8]([CH3:10])[N:9]=1)(=[O:3])[CH3:2].[CH3:20][O:21][C:22](=[O:27])[CH:23]([NH2:26])[CH2:24][OH:25].CCN(C(C)C)C(C)C.